From a dataset of Forward reaction prediction with 1.9M reactions from USPTO patents (1976-2016). Predict the product of the given reaction. (1) The product is: [C:1]([C:5]1[CH:6]=[C:7]([CH:41]=[CH:42][CH:43]=1)[CH2:8][N:9]1[C@@H:17]2[C@H:12]([C@H:13]([CH2:20][C:21]3[CH:26]=[C:25]([CH2:27][C@H:28]([O:33][CH3:46])[C:29]([F:31])([F:32])[F:30])[C:24]([N:34]=[CH:35][N:36]([CH3:37])[CH3:38])=[C:23]([F:39])[CH:22]=3)[CH2:14][S:15](=[O:18])(=[O:19])[CH2:16]2)[O:11][C:10]1=[O:40])([CH3:4])([CH3:2])[CH3:3]. Given the reactants [C:1]([C:5]1[CH:6]=[C:7]([CH:41]=[CH:42][CH:43]=1)[CH2:8][N:9]1[C@@H:17]2[C@H:12]([C@H:13]([CH2:20][C:21]3[CH:26]=[C:25]([CH2:27][C@H:28]([OH:33])[C:29]([F:32])([F:31])[F:30])[C:24]([N:34]=[CH:35][N:36]([CH3:38])[CH3:37])=[C:23]([F:39])[CH:22]=3)[CH2:14][S:15](=[O:19])(=[O:18])[CH2:16]2)[O:11][C:10]1=[O:40])([CH3:4])([CH3:3])[CH3:2].CI.[C:46]([O-])(O)=O.[Na+], predict the reaction product. (2) Given the reactants [CH2:1]([O:8][C:9]1[C:14]([O:15]C(=O)C)=[C:13]([CH:19]=[O:20])[C:12]([N+:21]([O-:23])=[O:22])=[CH:11][CH:10]=1)[C:2]1[CH:7]=[CH:6][CH:5]=[CH:4][CH:3]=1.Cl.[C:25](OCC)(=[O:27])C.[CH2:31]1COCC1, predict the reaction product. The product is: [CH2:1]([O:8][C:9]1[C:14]([OH:15])=[C:13]([CH:19]([O:20][CH3:31])[O:27][CH3:25])[C:12]([N+:21]([O-:23])=[O:22])=[CH:11][CH:10]=1)[C:2]1[CH:3]=[CH:4][CH:5]=[CH:6][CH:7]=1. (3) Given the reactants [CH2:1]([O:3][C:4](=[O:32])[C@@H:5]([OH:31])[CH2:6][C:7]1[CH:12]=[CH:11][C:10]([O:13][CH2:14][CH2:15][CH2:16][O:17][C:18]2[CH:23]=[CH:22][C:21]([O:24][C:25]3[CH:30]=[CH:29][CH:28]=[CH:27][CH:26]=3)=[CH:20][CH:19]=2)=[CH:9][CH:8]=1)[CH3:2].[CH2:33](I)[CH3:34], predict the reaction product. The product is: [CH2:1]([O:3][C:4](=[O:32])[CH:5]([O:31][CH2:33][CH3:34])[CH2:6][C:7]1[CH:12]=[CH:11][C:10]([O:13][CH2:14][CH2:15][CH2:16][O:17][C:18]2[CH:19]=[CH:20][C:21]([O:24][C:25]3[CH:26]=[CH:27][CH:28]=[CH:29][CH:30]=3)=[CH:22][CH:23]=2)=[CH:9][CH:8]=1)[CH3:2].